Predict the reactants needed to synthesize the given product. From a dataset of Full USPTO retrosynthesis dataset with 1.9M reactions from patents (1976-2016). The reactants are: [Cl:1][C:2]1[CH:7]=[CH:6][C:5]([CH2:8][C@@H:9]([NH:24]C(OC(C)(C)C)=O)[C:10](=[O:23])[N:11]2[CH2:16][CH2:15][N:14]([C:17]3[CH:22]=[CH:21][CH:20]=[CH:19][CH:18]=3)[CH2:13][CH2:12]2)=[CH:4][CH:3]=1.Cl.CCN(C(C)C)C(C)C.[N:42]1([C:55]([O:57][C:58]([CH3:61])([CH3:60])[CH3:59])=[O:56])[CH2:51][C:50]2[C:45](=[CH:46][CH:47]=[CH:48][CH:49]=2)[CH2:44][C@H:43]1[C:52]([OH:54])=O.CCN=C=NCCCN(C)C.CI.C1C=NC2N(O)N=NC=2C=1. Given the product [Cl:1][C:2]1[CH:7]=[CH:6][C:5]([CH2:8][C@@H:9]([NH:24][C:52]([C@@H:43]2[CH2:44][C:45]3[C:50](=[CH:49][CH:48]=[CH:47][CH:46]=3)[CH2:51][N:42]2[C:55]([O:57][C:58]([CH3:61])([CH3:60])[CH3:59])=[O:56])=[O:54])[C:10](=[O:23])[N:11]2[CH2:12][CH2:13][N:14]([C:17]3[CH:18]=[CH:19][CH:20]=[CH:21][CH:22]=3)[CH2:15][CH2:16]2)=[CH:4][CH:3]=1, predict the reactants needed to synthesize it.